This data is from Full USPTO retrosynthesis dataset with 1.9M reactions from patents (1976-2016). The task is: Predict the reactants needed to synthesize the given product. Given the product [CH2:13]([O:12][C:4]1[CH:3]=[C:2]([I:1])[CH:11]=[CH:10][C:5]=1[C:6]([O:8][CH3:9])=[O:7])[C:14]1[CH:19]=[CH:18][CH:17]=[CH:16][CH:15]=1, predict the reactants needed to synthesize it. The reactants are: [I:1][C:2]1[CH:3]=[C:4]([OH:12])[C:5](=[CH:10][CH:11]=1)[C:6]([O:8][CH3:9])=[O:7].[CH2:13](Br)[C:14]1[CH:19]=[CH:18][CH:17]=[CH:16][CH:15]=1.